From a dataset of Full USPTO retrosynthesis dataset with 1.9M reactions from patents (1976-2016). Predict the reactants needed to synthesize the given product. Given the product [CH3:13][C:14]1([CH:1]=[CH2:2])[CH2:18][CH2:17][O:16][C:15]1=[O:19], predict the reactants needed to synthesize it. The reactants are: [CH:1](NC(C)C)(C)[CH3:2].C([Li])CCC.[CH3:13][CH:14]1[CH2:18][CH2:17][O:16][C:15]1=[O:19].C(Br)=C.